From a dataset of NCI-60 drug combinations with 297,098 pairs across 59 cell lines. Regression. Given two drug SMILES strings and cell line genomic features, predict the synergy score measuring deviation from expected non-interaction effect. (1) Drug 1: CC(C1=C(C=CC(=C1Cl)F)Cl)OC2=C(N=CC(=C2)C3=CN(N=C3)C4CCNCC4)N. Drug 2: C1C(C(OC1N2C=NC(=NC2=O)N)CO)O. Cell line: KM12. Synergy scores: CSS=34.0, Synergy_ZIP=-0.793, Synergy_Bliss=0.753, Synergy_Loewe=-8.69, Synergy_HSA=2.36. (2) Drug 1: C1=CN(C(=O)N=C1N)C2C(C(C(O2)CO)O)O.Cl. Drug 2: CC1C(C(CC(O1)OC2CC(CC3=C2C(=C4C(=C3O)C(=O)C5=C(C4=O)C(=CC=C5)OC)O)(C(=O)CO)O)N)O.Cl. Cell line: ACHN. Synergy scores: CSS=56.3, Synergy_ZIP=-3.53, Synergy_Bliss=-5.24, Synergy_Loewe=-7.41, Synergy_HSA=-0.386. (3) Drug 1: CN(C)N=NC1=C(NC=N1)C(=O)N. Drug 2: CCC1(C2=C(COC1=O)C(=O)N3CC4=CC5=C(C=CC(=C5CN(C)C)O)N=C4C3=C2)O.Cl. Cell line: SK-MEL-28. Synergy scores: CSS=-1.99, Synergy_ZIP=0.490, Synergy_Bliss=-0.176, Synergy_Loewe=-8.27, Synergy_HSA=-2.75. (4) Drug 1: CN1C2=C(C=C(C=C2)N(CCCl)CCCl)N=C1CCCC(=O)O.Cl. Drug 2: C(CCl)NC(=O)N(CCCl)N=O. Cell line: DU-145. Synergy scores: CSS=10.8, Synergy_ZIP=-3.98, Synergy_Bliss=-2.01, Synergy_Loewe=0.0633, Synergy_HSA=0.0810. (5) Drug 1: C1=CN(C=N1)CC(O)(P(=O)(O)O)P(=O)(O)O. Drug 2: CC1C(C(CC(O1)OC2CC(CC3=C2C(=C4C(=C3O)C(=O)C5=C(C4=O)C(=CC=C5)OC)O)(C(=O)CO)O)N)O.Cl. Cell line: SNB-19. Synergy scores: CSS=34.5, Synergy_ZIP=-5.22, Synergy_Bliss=-2.17, Synergy_Loewe=-18.4, Synergy_HSA=-2.16. (6) Drug 1: C1=NC2=C(N=C(N=C2N1C3C(C(C(O3)CO)O)F)Cl)N. Drug 2: C1=CN(C=N1)CC(O)(P(=O)(O)O)P(=O)(O)O. Cell line: K-562. Synergy scores: CSS=10.4, Synergy_ZIP=-2.41, Synergy_Bliss=0.904, Synergy_Loewe=-21.7, Synergy_HSA=-12.3. (7) Drug 1: C1=CC(=CC=C1CCCC(=O)O)N(CCCl)CCCl. Drug 2: CC1CCCC2(C(O2)CC(NC(=O)CC(C(C(=O)C(C1O)C)(C)C)O)C(=CC3=CSC(=N3)C)C)C. Cell line: TK-10. Synergy scores: CSS=-2.69, Synergy_ZIP=-4.71, Synergy_Bliss=-9.06, Synergy_Loewe=-9.98, Synergy_HSA=-9.82. (8) Drug 1: CC1OCC2C(O1)C(C(C(O2)OC3C4COC(=O)C4C(C5=CC6=C(C=C35)OCO6)C7=CC(=C(C(=C7)OC)O)OC)O)O. Drug 2: CC=C1C(=O)NC(C(=O)OC2CC(=O)NC(C(=O)NC(CSSCCC=C2)C(=O)N1)C(C)C)C(C)C. Cell line: UACC62. Synergy scores: CSS=83.3, Synergy_ZIP=2.27, Synergy_Bliss=2.14, Synergy_Loewe=3.17, Synergy_HSA=5.37. (9) Drug 1: C1=NC2=C(N=C(N=C2N1C3C(C(C(O3)CO)O)O)F)N. Cell line: A498. Drug 2: CC(C)CN1C=NC2=C1C3=CC=CC=C3N=C2N. Synergy scores: CSS=-1.95, Synergy_ZIP=2.16, Synergy_Bliss=2.52, Synergy_Loewe=-0.751, Synergy_HSA=-1.82.